From a dataset of Reaction yield outcomes from USPTO patents with 853,638 reactions. Predict the reaction yield, written as a fraction of the theoretical maximum amount of product (1.0 means a 100% yield; for example, 0.34 means a 34% yield). (1) The reactants are C(=O)([O-])[O-].[Na+].[Na+].[OH:7][C:8]1[CH:9]=[CH:10][C:11]([CH3:14])=[N:12][CH:13]=1.[I:15]I.[I-].[K+]. The catalyst is O. The product is [I:15][C:13]1[C:8]([OH:7])=[CH:9][CH:10]=[C:11]([CH3:14])[N:12]=1. The yield is 0.439. (2) The reactants are Br[C:2]1[C:6]([CH3:7])=[CH:5][S:4][CH:3]=1.[Cl-].[Li+].C([Mg]Cl)(C)C.Cl[C:16]([O:18][CH3:19])=[O:17]. The catalyst is C1COCC1. The product is [CH3:7][C:6]1[C:2]([C:16]([O:18][CH3:19])=[O:17])=[CH:3][S:4][CH:5]=1. The yield is 0.694.